Predict the reactants needed to synthesize the given product. From a dataset of Full USPTO retrosynthesis dataset with 1.9M reactions from patents (1976-2016). (1) Given the product [C:40]([CH2:42][C:43]([N:4]1[CH2:5][CH2:6][C@H:7]([O:8][C:9]2[CH:16]=[CH:15][C:14]([C:17]3[N:22]=[C:21]([NH:23][C:24]4[CH:29]=[CH:28][C:27]([N:30]5[CH2:31][CH2:32][N:33]([CH:36]6[CH2:39][O:38][CH2:37]6)[CH2:34][CH2:35]5)=[CH:26][CH:25]=4)[N:20]=[CH:19][N:18]=3)=[CH:13][C:10]=2[C:11]#[N:12])[C@H:2]([F:1])[CH2:3]1)=[O:44])#[N:41], predict the reactants needed to synthesize it. The reactants are: [F:1][C@H:2]1[C@@H:7]([O:8][C:9]2[CH:16]=[CH:15][C:14]([C:17]3[N:22]=[C:21]([NH:23][C:24]4[CH:29]=[CH:28][C:27]([N:30]5[CH2:35][CH2:34][N:33]([CH:36]6[CH2:39][O:38][CH2:37]6)[CH2:32][CH2:31]5)=[CH:26][CH:25]=4)[N:20]=[CH:19][N:18]=3)=[CH:13][C:10]=2[C:11]#[N:12])[CH2:6][CH2:5][NH:4][CH2:3]1.[C:40]([CH2:42][C:43](O)=[O:44])#[N:41].CN(C(ON1N=NC2C=CC=NC1=2)=[N+](C)C)C.F[P-](F)(F)(F)(F)F.CCN(C(C)C)C(C)C. (2) Given the product [CH3:1][O:2][C:3]1[CH:4]=[C:5]([NH:15][C:17]2[N:18]=[C:19]([CH3:29])[CH:20]=[C:21]([N:23]3[CH2:24][CH2:25][O:26][CH2:27][CH2:28]3)[N:22]=2)[CH:6]=[CH:7][C:8]=1[N:9]1[CH:13]=[C:12]([CH3:14])[N:11]=[CH:10]1, predict the reactants needed to synthesize it. The reactants are: [CH3:1][O:2][C:3]1[CH:4]=[C:5]([NH2:15])[CH:6]=[CH:7][C:8]=1[N:9]1[CH:13]=[C:12]([CH3:14])[N:11]=[CH:10]1.Cl[C:17]1[N:22]=[C:21]([N:23]2[CH2:28][CH2:27][O:26][CH2:25][CH2:24]2)[CH:20]=[C:19]([CH3:29])[N:18]=1. (3) The reactants are: [O:1]1[C:5]2[C:6]([CH2:10][OH:11])=[CH:7][CH:8]=[CH:9][C:4]=2[O:3][CH2:2]1.[N:12]1([C:17](N2C=CN=C2)=[O:18])[CH:16]=[CH:15][N:14]=[CH:13]1. Given the product [N:12]1([C:17]([O:11][CH2:10][C:6]2[C:5]3[O:1][CH2:2][O:3][C:4]=3[CH:9]=[CH:8][CH:7]=2)=[O:18])[CH:16]=[CH:15][N:14]=[CH:13]1, predict the reactants needed to synthesize it. (4) Given the product [C:20]([OH:23])(=[O:22])[CH2:21][CH2:6][CH2:5][CH2:4][C:3]([OH:8])=[O:16], predict the reactants needed to synthesize it. The reactants are: ON1[C:6](=O)[CH2:5][CH2:4][C:3]1=[O:8].C1CCCCC1.C(=O)=[O:16].O=O.[C:20]([OH:23])(=[O:22])[CH3:21]. (5) Given the product [CH2:1]([O:3][C:4](=[O:26])[CH2:5][CH2:6][C:7]1[CH:8]=[CH:9][C:10]([C:13]2[CH:18]=[CH:17][C:16]([C:19]3[O:23][N:22]=[C:21]([CH3:24])[C:20]=3[NH:25][C:28]3[CH:33]=[CH:32][CH:31]=[C:30]([C:34]4[CH:35]=[CH:36][CH:37]=[CH:38][CH:39]=4)[N:29]=3)=[CH:15][CH:14]=2)=[CH:11][CH:12]=1)[CH3:2], predict the reactants needed to synthesize it. The reactants are: [CH2:1]([O:3][C:4](=[O:26])[CH2:5][CH2:6][C:7]1[CH:12]=[CH:11][C:10]([C:13]2[CH:18]=[CH:17][C:16]([C:19]3[O:23][N:22]=[C:21]([CH3:24])[C:20]=3[NH2:25])=[CH:15][CH:14]=2)=[CH:9][CH:8]=1)[CH3:2].Br[C:28]1[CH:33]=[CH:32][CH:31]=[C:30]([C:34]2[CH:39]=[CH:38][CH:37]=[CH:36][CH:35]=2)[N:29]=1. (6) The reactants are: C.[Cl-:2].[Cs+:3].[CH2:4]1[N:43]2[C:44](=[O:45])[N:40]3[CH:41]4[N:73]5[C:74](=[O:75])[N:46]([CH2:47][N:48]6[C:49]([N:51]7[CH2:52][N:53]8[C:54]([N:56]9[CH2:57][N:58]%10[C:59]([N:61]%11[CH2:62][N:63]%12[C:64]([N:66]%13[CH2:67]N%14C(N(C5)C5N([CH2:39]3)C(=O)N(C5%14)C[N:29]3[C:30](=[O:31])[N:26]([CH:27]%12[CH:28]3%13)[CH2:25][N:22]3[C:23](=[O:24])[N:19]([CH:20]%10[CH:21]3%11)[CH2:18][N:15]3[C:16](=[O:17])[N:12]([CH:13]8[CH:14]39)[CH2:11][N:8]3[C:9](=[O:10])[N:5]1[CH:6]6[CH:7]37)=O)=[O:65])=[O:60])=[O:55])=[O:50])[CH:42]42. Given the product [Cl-:2].[Cs+:3].[CH2:52]1[N:53]2[C:54](=[O:55])[N:56]3[CH:14]4[N:15]5[C:16](=[O:17])[N:12]([CH2:11][N:8]6[C:9]([N:5]7[CH2:4][N:43]8[C:44]([N:40]9[CH2:39][N:29]%10[C:30]([N:26]%11[CH2:25][N:22]%12[C:23]([N:19]([CH2:18]5)[CH:20]5[N:58]([CH2:57]3)[C:59](=[O:60])[N:61]([CH:21]5%12)[CH2:62][N:63]3[C:64](=[O:65])[N:66]([CH:28]%10[CH:27]3%11)[CH2:67][N:73]3[C:74](=[O:75])[N:46]([CH:42]8[CH:41]39)[CH2:47][N:48]3[C:49](=[O:50])[N:51]1[CH:7]6[CH:6]37)=[O:24])=[O:31])=[O:45])=[O:10])[CH:13]42, predict the reactants needed to synthesize it.